This data is from Clinical trial toxicity outcomes and FDA approval status for drugs. The task is: Regression/Classification. Given a drug SMILES string, predict its toxicity properties. Task type varies by dataset: regression for continuous values (e.g., LD50, hERG inhibition percentage) or binary classification for toxic/non-toxic outcomes (e.g., AMES mutagenicity, cardiotoxicity, hepatotoxicity). Dataset: clintox. The molecule is FC(F)(F)C(F)(F)C(F)(F)F. The result is 0 (passed clinical trial).